This data is from Reaction yield outcomes from USPTO patents with 853,638 reactions. The task is: Predict the reaction yield, written as a fraction of the theoretical maximum amount of product (1.0 means a 100% yield; for example, 0.34 means a 34% yield). (1) The reactants are [NH2:1][C:2]1[CH:10]=[CH:9][CH:8]=[C:4]([C:5]([OH:7])=O)[C:3]=1[C:11]([OH:13])=[O:12].[C:14](OC(=O)C)(=[O:16])[CH3:15]. No catalyst specified. The product is [C:14]([NH:1][C:2]1[CH:10]=[CH:9][CH:8]=[C:4]2[C:5]([O:13][C:11](=[O:12])[C:3]=12)=[O:7])(=[O:16])[CH3:15]. The yield is 0.610. (2) The yield is 0.860. No catalyst specified. The product is [NH2:1][C:2]1[C:11]2[C:6](=[C:7]([C:21]3[CH:22]=[N:23][CH:24]=[CH:25][C:20]=3[CH3:19])[CH:8]=[CH:9][CH:10]=2)[N:5]=[N:4][C:3]=1[C:13]([NH:15][CH2:16][CH2:17][CH3:18])=[O:14]. The reactants are [NH2:1][C:2]1[C:11]2[C:6](=[C:7](Br)[CH:8]=[CH:9][CH:10]=2)[N:5]=[N:4][C:3]=1[C:13]([NH:15][CH2:16][CH2:17][CH3:18])=[O:14].[CH3:19][C:20]1[CH:25]=[CH:24][N:23]=[CH:22][C:21]=1B(O)O. (3) The yield is 0.620. The reactants are Br[CH2:2][C:3]1[C:12]([Cl:13])=[N:11][CH:10]=[CH:9][C:4]=1[C:5]([O:7]C)=O.Cl.[CH3:15][C:16]1[CH:17]=[C:18]([CH:28]([NH2:30])[CH3:29])[CH:19]=[N:20][C:21]=1[O:22][CH2:23][C:24]([F:27])([F:26])[F:25]. The product is [Cl:13][C:12]1[C:3]2[CH2:2][N:30]([CH:28]([C:18]3[CH:19]=[N:20][C:21]([O:22][CH2:23][C:24]([F:27])([F:25])[F:26])=[C:16]([CH3:15])[CH:17]=3)[CH3:29])[C:5](=[O:7])[C:4]=2[CH:9]=[CH:10][N:11]=1. No catalyst specified. (4) The reactants are [CH3:1][O:2][C:3](=[O:36])[NH:4][CH:5]([C:9]([N:11]1[CH2:15][CH2:14][CH2:13][CH:12]1[C:16]1[NH:17][C:18]([C:21]2[CH:26]=[CH:25][C:24](B3OC(C)(C)C(C)(C)O3)=[CH:23][CH:22]=2)=[CH:19][N:20]=1)=[O:10])[CH:6]([CH3:8])[CH3:7].[Br:37][C:38]1[CH:43]=[CH:42][C:41](Br)=[CH:40][CH:39]=1.C([O-])([O-])=O.[K+].[K+].N#N. The catalyst is C(COC)OC.C1C=CC([P]([Pd]([P](C2C=CC=CC=2)(C2C=CC=CC=2)C2C=CC=CC=2)([P](C2C=CC=CC=2)(C2C=CC=CC=2)C2C=CC=CC=2)[P](C2C=CC=CC=2)(C2C=CC=CC=2)C2C=CC=CC=2)(C2C=CC=CC=2)C2C=CC=CC=2)=CC=1. The product is [CH3:1][O:2][C:3](=[O:36])[NH:4][CH:5]([C:9]([N:11]1[CH2:15][CH2:14][CH2:13][CH:12]1[C:16]1[NH:17][C:18]([C:21]2[CH:22]=[CH:23][C:24]([C:41]3[CH:42]=[CH:43][C:38]([Br:37])=[CH:39][CH:40]=3)=[CH:25][CH:26]=2)=[CH:19][N:20]=1)=[O:10])[CH:6]([CH3:7])[CH3:8]. The yield is 0.530. (5) The reactants are [OH:1][C:2]1[CH:7]=[C:6]([OH:8])[CH:5]=[CH:4][C:3]=1[C:9](=[O:12])[CH2:10][CH3:11].Br[CH2:14][C:15]#[CH:16].C([O-])([O-])=O.[K+].[K+]. The catalyst is CC(C)=O. The product is [OH:1][C:2]1[CH:7]=[C:6]([O:8][CH2:16][C:15]#[CH:14])[CH:5]=[CH:4][C:3]=1[C:9](=[O:12])[CH2:10][CH3:11]. The yield is 0.850. (6) The reactants are C([O:5][C:6]([CH2:8][C:9]1[CH:14]=[CH:13][C:12]([O:15][C:16]([C:18]2[CH:27]=[CH:26][C:25]3[C:24](=[O:28])[CH2:23][CH2:22][C:21]([CH3:30])([CH3:29])[C:20]=3[CH:19]=2)=[O:17])=[CH:11][CH:10]=1)=[O:7])(C)(C)C.FC(F)(F)C(O)=O.C(OCC)(=O)C. The catalyst is ClCCl. The product is [C:6]([CH2:8][C:9]1[CH:10]=[CH:11][C:12]([O:15][C:16]([C:18]2[CH:27]=[CH:26][C:25]3[C:24](=[O:28])[CH2:23][CH2:22][C:21]([CH3:30])([CH3:29])[C:20]=3[CH:19]=2)=[O:17])=[CH:13][CH:14]=1)([OH:7])=[O:5]. The yield is 0.250. (7) The reactants are [S:1]1[CH2:5][CH2:4][C:3]2[CH:6]=[C:7](CC(N3CCOCC3)=S)[CH:8]=[CH:9][C:2]1=2.[C:19]([OH:22])(=[O:21])[CH3:20].S(=O)(=O)(O)O. The catalyst is O. The product is [S:1]1[CH2:5][CH2:4][C:3]2[CH:6]=[C:7]([CH2:20][C:19]([OH:22])=[O:21])[CH:8]=[CH:9][C:2]1=2. The yield is 0.410.